This data is from Full USPTO retrosynthesis dataset with 1.9M reactions from patents (1976-2016). The task is: Predict the reactants needed to synthesize the given product. (1) The reactants are: [H-].[Na+].[O:3]=[C:4]1[CH:13]([CH2:14][N:15]2[CH2:20][CH2:19][C:18]3([C:28]4[C:23](=[CH:24][CH:25]=[CH:26][CH:27]=4)[CH2:22][CH2:21]3)[CH2:17][CH2:16]2)[CH2:12][C:11]2[C:6](=[CH:7][CH:8]=[CH:9][CH:10]=2)[NH:5]1.Br[CH2:30][CH2:31][CH2:32][O:33][Si:34]([C:37]([CH3:40])([CH3:39])[CH3:38])([CH3:36])[CH3:35]. Given the product [Si:34]([O:33][CH2:32][CH2:31][CH2:30][N:5]1[C:6]2[C:11](=[CH:10][CH:9]=[CH:8][CH:7]=2)[CH2:12][CH:13]([CH2:14][N:15]2[CH2:16][CH2:17][C:18]3([C:28]4[C:23](=[CH:24][CH:25]=[CH:26][CH:27]=4)[CH2:22][CH2:21]3)[CH2:19][CH2:20]2)[C:4]1=[O:3])([C:37]([CH3:38])([CH3:39])[CH3:40])([CH3:36])[CH3:35], predict the reactants needed to synthesize it. (2) Given the product [F:17][C:12]1[C:11]([NH:18][C:19]2[CH:24]=[CH:23][C:22]([I:25])=[CH:21][C:20]=2[F:26])=[C:10]([C:9]([N:36]2[CH2:35][CH:34]([OH:33])[CH2:38][O:37]2)=[O:27])[CH:15]=[CH:14][C:13]=1[F:16], predict the reactants needed to synthesize it. The reactants are: FC1C(O[C:9](=[O:27])[C:10]2[CH:15]=[CH:14][C:13]([F:16])=[C:12]([F:17])[C:11]=2[NH:18][C:19]2[CH:24]=[CH:23][C:22]([I:25])=[CH:21][C:20]=2[F:26])=C(F)C(F)=C(F)C=1F.[Cl-].[OH:33][CH:34]1[CH2:38][O:37][NH2+:36][CH2:35]1.CN1CCOCC1.C(OCC)(=O)C. (3) Given the product [CH:34]([C:37]1[CH:44]=[CH:43][C:40]([CH2:41][N:29]2[CH2:28][CH2:27][CH:26]([N:23]3[C:19]4=[N:20][CH:21]=[N:22][C:17]([O:16][C:15]5[CH:14]=[CH:13][C:12]([S:9]([CH3:8])(=[O:11])=[O:10])=[CH:33][CH:32]=5)=[C:18]4[CH:25]=[N:24]3)[CH2:31][CH2:30]2)=[CH:39][CH:38]=1)([CH3:36])[CH3:35], predict the reactants needed to synthesize it. The reactants are: FC(F)(F)C(O)=O.[CH3:8][S:9]([C:12]1[CH:33]=[CH:32][C:15]([O:16][C:17]2[N:22]=[CH:21][N:20]=[C:19]3[N:23]([CH:26]4[CH2:31][CH2:30][NH:29][CH2:28][CH2:27]4)[N:24]=[CH:25][C:18]=23)=[CH:14][CH:13]=1)(=[O:11])=[O:10].[CH:34]([C:37]1[CH:44]=[CH:43][C:40]([CH:41]=O)=[CH:39][CH:38]=1)([CH3:36])[CH3:35].C(N(CC)CC)C.C(O[BH-](OC(=O)C)OC(=O)C)(=O)C.[Na+]. (4) Given the product [CH:1]1([NH:6][C:7]2[N:12]3[N:13]=[C:14]([C:23]4[CH:28]=[CH:27][N:26]=[CH:25][CH:24]=4)[C:15]([C:16]4[CH:17]=[CH:18][N:38]=[C:36]([NH:35][CH3:30])[N:37]=4)=[C:11]3[CH:10]=[CH:9][CH:8]=2)[CH2:5][CH2:4][CH2:3][CH2:2]1, predict the reactants needed to synthesize it. The reactants are: [CH:1]1([NH:6][C:7]2[N:12]3[N:13]=[C:14]([C:23]4[CH:28]=[CH:27][N:26]=[CH:25][CH:24]=4)[C:15]([C:16](=O)[CH:17]=[CH:18]N(C)C)=[C:11]3[CH:10]=[CH:9][CH:8]=2)[CH2:5][CH2:4][CH2:3][CH2:2]1.Cl.[CH:30]1([NH:35][C:36]([NH2:38])=[NH:37])CCCC1.CC(C)([O-])C.[K+].O. (5) Given the product [C:1]([O:5][C:6]([NH:8][C:9]1[C:10]([C:20](=[O:28])/[C:21](/[C:22]2[N:26]([CH3:27])[N:25]=[CH:24][N:23]=2)=[CH:34]/[C:33]2[CH:36]=[CH:37][C:30]([F:29])=[CH:31][CH:32]=2)=[C:11]([CH:16]=[C:17]([F:19])[CH:18]=1)[C:12]([O:14][CH3:15])=[O:13])=[O:7])([CH3:3])([CH3:4])[CH3:2], predict the reactants needed to synthesize it. The reactants are: [C:1]([O:5][C:6]([NH:8][C:9]1[C:10]([C:20](=[O:28])[CH2:21][C:22]2[N:26]([CH3:27])[N:25]=[CH:24][N:23]=2)=[C:11]([CH:16]=[C:17]([F:19])[CH:18]=1)[C:12]([O:14][CH3:15])=[O:13])=[O:7])([CH3:4])([CH3:3])[CH3:2].[F:29][C:30]1[CH:37]=[CH:36][C:33]([CH:34]=O)=[CH:32][CH:31]=1.N1CCC[C@H]1C(O)=O. (6) Given the product [Br:28][C:18]1[N:19]=[C:14]([C:10]2[N:9]([C:3]3[CH:4]=[CH:5][CH:6]=[C:7]([F:8])[C:2]=3[F:1])[CH:13]=[N:12][N:11]=2)[C:15]([NH2:20])=[N:16][CH:17]=1, predict the reactants needed to synthesize it. The reactants are: [F:1][C:2]1[C:7]([F:8])=[CH:6][CH:5]=[CH:4][C:3]=1[N:9]1[CH:13]=[N:12][N:11]=[C:10]1[C:14]1[C:15]([NH2:20])=[N:16][CH:17]=[CH:18][N:19]=1.C1C(=O)N([Br:28])C(=O)C1.C([O-])(O)=O.[Na+].